This data is from Forward reaction prediction with 1.9M reactions from USPTO patents (1976-2016). The task is: Predict the product of the given reaction. (1) Given the reactants [Br:1][C:2]1[CH:11]=[CH:10][C:5]2[N:6]=[C:7]([NH2:9])[S:8][C:4]=2[CH:3]=1.[CH:12]1[N:16]=[CH:15][N:14]([C:17](N2C=NC=C2)=[O:18])[CH:13]=1, predict the reaction product. The product is: [Br:1][C:2]1[CH:11]=[CH:10][C:5]2[N:6]=[C:7]([NH:9][C:17]([N:14]3[CH:13]=[CH:12][N:16]=[CH:15]3)=[O:18])[S:8][C:4]=2[CH:3]=1. (2) Given the reactants C(OC([NH:8][NH:9][C:10]([C@H:12]1[CH2:17][CH2:16][CH2:15][N:14]([C:18](=[O:26])[C:19]2[CH:24]=[CH:23][C:22]([F:25])=[CH:21][CH:20]=2)[CH2:13]1)=[O:11])=O)(C)(C)C.Cl, predict the reaction product. The product is: [F:25][C:22]1[CH:23]=[CH:24][C:19]([C:18]([N:14]2[CH2:15][CH2:16][CH2:17][C@H:12]([C:10]([NH:9][NH2:8])=[O:11])[CH2:13]2)=[O:26])=[CH:20][CH:21]=1. (3) Given the reactants [NH2:1][C:2]1[C:3]([C:15]2[CH:27]=[CH:26][C:18]([C:19]([O:21]C(C)(C)C)=[O:20])=[C:17]([F:28])[CH:16]=2)=[N:4][C:5]([CH:8]2[CH2:13][CH2:12][C:11](=[O:14])[CH2:10][CH2:9]2)=[CH:6][N:7]=1.CC([O:33][C:34]([O:36][C:37]([O:39][C:40]([CH3:43])([CH3:42])[CH3:41])=[O:38])=O)(C)C.C(#[N:46])C, predict the reaction product. The product is: [C:34]([NH:46][C:19]([OH:21])=[O:20])([OH:36])=[O:33].[C:40]([O:39][C:37]([NH:1][C:2]1[C:3]([C:15]2[CH:27]=[CH:26][C:18]([C:19]([O-:21])=[O:20])=[C:17]([F:28])[CH:16]=2)=[N:4][C:5]([CH:8]2[CH2:13][CH2:12][C:11](=[O:14])[CH2:10][CH2:9]2)=[CH:6][N:7]=1)=[O:38])([CH3:41])([CH3:42])[CH3:43]. (4) Given the reactants O[CH2:2][C:3]1[CH:8]=[CH:7][C:6]([CH2:9][CH2:10][CH2:11][C:12]2[N:13]=[C:14]([NH:17][C:18](=[O:20])[CH3:19])[S:15][CH:16]=2)=[CH:5][CH:4]=1.C(Cl)[Cl:22].CN(C=O)C.CS(Cl)(=O)=O, predict the reaction product. The product is: [Cl:22][CH2:2][C:3]1[CH:8]=[CH:7][C:6]([CH2:9][CH2:10][CH2:11][C:12]2[N:13]=[C:14]([NH:17][C:18](=[O:20])[CH3:19])[S:15][CH:16]=2)=[CH:5][CH:4]=1. (5) Given the reactants C(OC(=O)[NH:7][CH2:8][CH2:9][O:10][C:11]1[CH:16]=[CH:15][C:14]([F:17])=[C:13]([CH:18]([CH2:21][C:22]2[CH:27]=[CH:26][CH:25]=[CH:24][CH:23]=2)[C:19]#[N:20])[CH:12]=1)(C)(C)C.Cl, predict the reaction product. The product is: [NH2:7][CH2:8][CH2:9][O:10][C:11]1[CH:16]=[CH:15][C:14]([F:17])=[C:13]([CH:18]([CH2:21][C:22]2[CH:23]=[CH:24][CH:25]=[CH:26][CH:27]=2)[C:19]#[N:20])[CH:12]=1. (6) Given the reactants [CH2:1]([S:5][C:6]1[C:11]([CH2:12]O)=[CH:10][CH:9]=[CH:8][N:7]=1)[CH2:2][CH2:3][CH3:4].O=S(Cl)[Cl:16], predict the reaction product. The product is: [CH2:1]([S:5][C:6]1[C:11]([CH2:12][Cl:16])=[CH:10][CH:9]=[CH:8][N:7]=1)[CH2:2][CH2:3][CH3:4].